Task: Predict the reactants needed to synthesize the given product.. Dataset: Full USPTO retrosynthesis dataset with 1.9M reactions from patents (1976-2016) (1) Given the product [C:1]([C:5]1[CH:6]=[CH:7][CH:8]=[C:9]([C:10]([CH3:16])([CH3:15])[CH2:11][OH:14])[C:13]=1[OH:12])([CH3:4])([CH3:2])[CH3:3], predict the reactants needed to synthesize it. The reactants are: [C:1]([C:5]1[C:13]2[O:12][C:11](=[O:14])[C:10]([CH3:16])([CH3:15])[C:9]=2[CH:8]=[CH:7][CH:6]=1)([CH3:4])([CH3:3])[CH3:2].[H-].[H-].[H-].[H-].[Li+].[Al+3]. (2) Given the product [CH3:17][O:16][C:13]1[N:14]=[CH:15][C:10]([NH:9][C:5]([CH2:4][CH2:3][CH2:2][C:1]([Cl:20])=[O:8])=[O:7])=[CH:11][CH:12]=1, predict the reactants needed to synthesize it. The reactants are: [C:1]1(=[O:8])[O:7][C:5](=O)[CH2:4][CH2:3][CH2:2]1.[NH2:9][C:10]1[CH:11]=[CH:12][C:13]([O:16][CH3:17])=[N:14][CH:15]=1.S(Cl)([Cl:20])=O. (3) Given the product [CH:24]1([C:27]([N:1]2[CH2:6][CH2:5][CH2:4][C@@H:3]([N:7]3[CH:11]=[C:10]([O:12][C:13]4[N:14]=[C:15]([OH:23])[C:16]5[CH:22]=[CH:21][N:20]=[CH:19][C:17]=5[N:18]=4)[CH:9]=[N:8]3)[CH2:2]2)=[O:28])[CH2:26][CH2:25]1, predict the reactants needed to synthesize it. The reactants are: [NH:1]1[CH2:6][CH2:5][CH2:4][C@@H:3]([N:7]2[CH:11]=[C:10]([O:12][C:13]3[N:14]=[C:15]([OH:23])[C:16]4[CH:22]=[CH:21][N:20]=[CH:19][C:17]=4[N:18]=3)[CH:9]=[N:8]2)[CH2:2]1.[CH:24]1([C:27](Cl)=[O:28])[CH2:26][CH2:25]1. (4) Given the product [C:13]([C:10]1([CH:15]2[CH2:18][N:17]([C:19]([O:21][C:22]([CH3:25])([CH3:24])[CH3:23])=[O:20])[CH2:16]2)[CH2:11][CH2:12][N:8]([C:6]2[CH:5]=[CH:4][N:3]=[C:2]([NH:37][C:36]3[CH:35]=[CH:34][C:33]([N:30]4[CH2:31][CH2:32][O:27][CH2:28][CH2:29]4)=[CH:39][CH:38]=3)[N:7]=2)[C:9]1=[O:26])#[N:14], predict the reactants needed to synthesize it. The reactants are: Cl[C:2]1[N:7]=[C:6]([N:8]2[CH2:12][CH2:11][C:10]([CH:15]3[CH2:18][N:17]([C:19]([O:21][C:22]([CH3:25])([CH3:24])[CH3:23])=[O:20])[CH2:16]3)([C:13]#[N:14])[C:9]2=[O:26])[CH:5]=[CH:4][N:3]=1.[O:27]1[CH2:32][CH2:31][N:30]([C:33]2[CH:39]=[CH:38][C:36]([NH2:37])=[CH:35][CH:34]=2)[CH2:29][CH2:28]1.C(O)(=O)C. (5) Given the product [NH2:22][CH2:21][C:20]1[CH:23]=[CH:24][CH:25]=[CH:26][C:19]=1[CH2:18][O:17][C:11]1[N:10]=[CH:9][N:8]([CH2:1][C:2]2[CH:3]=[CH:4][C:5]([O:31][CH3:30])=[CH:6][CH:7]=2)[C:13](=[O:14])[C:12]=1[CH2:15][CH3:16], predict the reactants needed to synthesize it. The reactants are: [CH2:1]([N:8]1[C:13](=[O:14])[C:12]([CH2:15][CH3:16])=[C:11]([O:17][CH2:18][C:19]2[CH:26]=[CH:25][CH:24]=[CH:23][C:20]=2[C:21]#[N:22])[N:10]=[CH:9]1)[C:2]1[CH:7]=[CH:6][CH:5]=[CH:4][CH:3]=1.[BH4-].[Na+].Cl.[C:30](=O)([O-])[O-:31].[Na+].[Na+]. (6) Given the product [F:8][C:5]1[CH:4]=[C:3]([C:9]([O:11][CH3:12])=[O:10])[C:2]([C:18]2[N:19]=[CH:20][N:21]([C:23]([C:24]3[CH:29]=[CH:28][CH:27]=[CH:26][CH:25]=3)([C:36]3[CH:37]=[CH:38][CH:39]=[CH:40][CH:41]=3)[C:30]3[CH:31]=[CH:32][CH:33]=[CH:34][CH:35]=3)[CH:22]=2)=[CH:7][N:6]=1, predict the reactants needed to synthesize it. The reactants are: Br[C:2]1[C:3]([C:9]([O:11][CH3:12])=[O:10])=[CH:4][C:5]([F:8])=[N:6][CH:7]=1.C([Sn](CCCC)(CCCC)[C:18]1[N:19]=[CH:20][N:21]([C:23]([C:36]2[CH:41]=[CH:40][CH:39]=[CH:38][CH:37]=2)([C:30]2[CH:35]=[CH:34][CH:33]=[CH:32][CH:31]=2)[C:24]2[CH:29]=[CH:28][CH:27]=[CH:26][CH:25]=2)[CH:22]=1)CCC. (7) Given the product [CH3:17][C:18]1[N:22]=[C:21]([NH:23][C:2]2[CH:7]=[C:6]([O:8][C:9]3[CH:16]=[CH:15][CH:14]=[CH:13][C:10]=3[C:11]#[N:12])[CH:5]=[CH:4][N:3]=2)[S:20][N:19]=1, predict the reactants needed to synthesize it. The reactants are: Cl[C:2]1[CH:7]=[C:6]([O:8][C:9]2[CH:16]=[CH:15][CH:14]=[CH:13][C:10]=2[C:11]#[N:12])[CH:5]=[CH:4][N:3]=1.[CH3:17][C:18]1[N:22]=[C:21]([NH2:23])[S:20][N:19]=1.P([O-])([O-])([O-])=O.[K+].[K+].[K+].C1(P(C2C=CC=CC=2)C2C3OC4C(=CC=CC=4P(C4C=CC=CC=4)C4C=CC=CC=4)C(C)(C)C=3C=CC=2)C=CC=CC=1. (8) Given the product [F:1][C:2]([F:28])([F:29])[C:3]1[CH:4]=[C:5]([NH:9][C:10]([C:12]2[CH:13]=[C:14]([C:18]3[CH:23]=[CH:22][C:21]([OH:24])=[CH:20][C:19]=3[OH:26])[CH:15]=[CH:16][CH:17]=2)=[O:11])[CH:6]=[CH:7][CH:8]=1, predict the reactants needed to synthesize it. The reactants are: [F:1][C:2]([F:29])([F:28])[C:3]1[CH:4]=[C:5]([NH:9][C:10]([C:12]2[CH:13]=[C:14]([C:18]3[CH:23]=[CH:22][C:21]([O:24]C)=[CH:20][C:19]=3[O:26]C)[CH:15]=[CH:16][CH:17]=2)=[O:11])[CH:6]=[CH:7][CH:8]=1.B(Br)(Br)Br. (9) The reactants are: Cl[C:2]1[N:7]=[CH:6][C:5]([C:8]([OH:10])=[O:9])=[CH:4][N:3]=1.[NH:11]1[CH:15]=[CH:14][CH:13]=[N:12]1.C(=O)([O-])[O-].[Cs+].[Cs+]. Given the product [N:11]1([C:2]2[N:7]=[CH:6][C:5]([C:8]([OH:10])=[O:9])=[CH:4][N:3]=2)[CH:15]=[CH:14][CH:13]=[N:12]1, predict the reactants needed to synthesize it.